From a dataset of Reaction yield outcomes from USPTO patents with 853,638 reactions. Predict the reaction yield, written as a fraction of the theoretical maximum amount of product (1.0 means a 100% yield; for example, 0.34 means a 34% yield). (1) The catalyst is ClCCCl. The yield is 0.760. The product is [C:13]([C:3]1[C:2]([NH:1][CH:23]([CH3:25])[CH3:22])=[CH:11][C:6]([C:7]([O:9][CH3:10])=[O:8])=[C:5]([CH3:12])[CH:4]=1)#[N:14]. The reactants are [NH2:1][C:2]1[C:3]([C:13]#[N:14])=[CH:4][C:5]([CH3:12])=[C:6]([CH:11]=1)[C:7]([O:9][CH3:10])=[O:8].FC(F)(F)C(O)=O.[CH3:22][C:23]([CH3:25])=O.C(O[BH-](OC(=O)C)OC(=O)C)(=O)C.[Na+]. (2) The reactants are [CH3:16][C:11]1([CH3:17])[C:12]([CH3:15])([CH3:14])[O:13][B:9]([B:9]2[O:13][C:12]([CH3:15])([CH3:14])[C:11]([CH3:17])([CH3:16])[O:10]2)[O:10]1.CC([O-])=O.[K+].Br[C:25]1[CH:26]=[C:27]2[C:31](=[CH:32][CH:33]=1)[C:30](=[O:34])[NH:29][CH2:28]2. The catalyst is C1C=CC(P(C2C=CC=CC=2)[C-]2C=CC=C2)=CC=1.C1C=CC(P(C2C=CC=CC=2)[C-]2C=CC=C2)=CC=1.Cl[Pd]Cl.[Fe+2].CN(C=O)C. The product is [CH3:15][C:12]1([CH3:14])[C:11]([CH3:16])([CH3:17])[O:10][B:9]([C:25]2[CH:26]=[C:27]3[C:31](=[CH:32][CH:33]=2)[C:30](=[O:34])[NH:29][CH2:28]3)[O:13]1. The yield is 0.140. (3) The reactants are [CH:1]([OH:3])=O.OO.[C:6]1([C:11]2[CH:16]=[CH:15][C:14]([F:17])=[CH:13][C:12]=2[F:18])C[CH2:9][CH2:8][CH:7]=1. No catalyst specified. The product is [F:18][C:12]1[CH:13]=[C:14]([F:17])[CH:15]=[CH:16][C:11]=1[CH:6]1[CH2:7][CH2:8][CH2:9][C:1]1=[O:3]. The yield is 0.455. (4) The reactants are [CH3:1][O:2][C:3]([C:5]1[NH:27][C:8]2=[N:9][CH:10]=[C:11]([CH2:13][NH:14][C:15](=[O:26])[C:16]3[CH:21]=[C:20]([N+:22]([O-])=O)[CH:19]=[CH:18][C:17]=3[CH3:25])[CH:12]=[C:7]2[CH:6]=1)=[O:4]. The catalyst is CC(O)=O.CCOC(C)=O.[Zn]. The product is [CH3:1][O:2][C:3]([C:5]1[NH:27][C:8]2=[N:9][CH:10]=[C:11]([CH2:13][NH:14][C:15](=[O:26])[C:16]3[CH:21]=[C:20]([NH2:22])[CH:19]=[CH:18][C:17]=3[CH3:25])[CH:12]=[C:7]2[CH:6]=1)=[O:4]. The yield is 0.960. (5) The yield is 0.160. The product is [C:26]([O:25][C:24]([NH:23][C:20]([CH3:21])([CH3:22])[CH2:19][CH2:18][N:3]1[C:7]2[CH:8]=[CH:9][CH:10]=[C:11]([C:12]([O:14][CH2:15][CH3:16])=[O:13])[C:6]=2[N:5]=[CH:4]1)=[O:30])([CH3:29])([CH3:28])[CH3:27]. The reactants are [H-].[Na+].[NH:3]1[C:7]2[CH:8]=[CH:9][CH:10]=[C:11]([C:12]([O:14][CH2:15][CH3:16])=[O:13])[C:6]=2[N:5]=[CH:4]1.Cl[CH2:18][CH2:19][C:20]([NH:23][C:24](=[O:30])[O:25][C:26]([CH3:29])([CH3:28])[CH3:27])([CH3:22])[CH3:21]. The catalyst is CN(C)C=O.[I-].C([N+](CCCC)(CCCC)CCCC)CCC. (6) The reactants are [Si]([O:8][CH2:9][C:10]#[C:11][C:12]1[CH:13]=[C:14]2[C:19](=[CH:20][C:21]=1[O:22][CH3:23])[N:18]=[CH:17][C:16]([C:24]([NH2:26])=[O:25])=[C:15]2[NH:27][C:28]1[CH:33]=[CH:32][C:31]([CH2:34][CH3:35])=[CH:30][CH:29]=1)(C(C)(C)C)(C)C.CCCC[N+](CCCC)(CCCC)CCCC.[F-]. No catalyst specified. The product is [CH2:34]([C:31]1[CH:32]=[CH:33][C:28]([NH:27][C:15]2[C:14]3[C:19](=[CH:20][C:21]([O:22][CH3:23])=[C:12]([C:11]#[C:10][CH2:9][OH:8])[CH:13]=3)[N:18]=[CH:17][C:16]=2[C:24]([NH2:26])=[O:25])=[CH:29][CH:30]=1)[CH3:35]. The yield is 0.210.